This data is from Peptide-MHC class I binding affinity with 185,985 pairs from IEDB/IMGT. The task is: Regression. Given a peptide amino acid sequence and an MHC pseudo amino acid sequence, predict their binding affinity value. This is MHC class I binding data. (1) The peptide sequence is IIRTENRPL. The MHC is HLA-A11:01 with pseudo-sequence HLA-A11:01. The binding affinity (normalized) is 0.0847. (2) The peptide sequence is LAEQFSGEY. The MHC is HLA-A24:03 with pseudo-sequence HLA-A24:03. The binding affinity (normalized) is 0.0847.